Dataset: Reaction yield outcomes from USPTO patents with 853,638 reactions. Task: Predict the reaction yield, written as a fraction of the theoretical maximum amount of product (1.0 means a 100% yield; for example, 0.34 means a 34% yield). The reactants are [F:1][C:2]([F:12])([F:11])[C:3]([CH3:10])([CH3:9])[C:4](=O)[CH2:5][C:6]#[N:7].[OH-:13].[Na+].Cl.[NH2:16]O.C(Cl)(Cl)Cl. The catalyst is O. The product is [F:1][C:2]([F:12])([F:11])[C:3]([C:4]1[CH:5]=[C:6]([NH2:7])[O:13][N:16]=1)([CH3:10])[CH3:9]. The yield is 0.270.